This data is from Full USPTO retrosynthesis dataset with 1.9M reactions from patents (1976-2016). The task is: Predict the reactants needed to synthesize the given product. (1) Given the product [CH3:13][O:16][C:22](=[O:23])[C:6]1[CH:10]=[CH:11][CH:12]=[C:4]([S:3][CH3:1])[CH:5]=1, predict the reactants needed to synthesize it. The reactants are: [CH3:1]I.[SH:3][C:4]1[CH:5]=[C:6]([CH:10]=[CH:11][CH:12]=1)C(O)=O.[C:13](=[O:16])([O-])[O-].[K+].[K+].CN([CH:22]=[O:23])C. (2) Given the product [C:43]([CH2:42][C@@:18]1([C:27]([O:29][CH3:30])=[O:28])[CH2:17][CH2:16][C@H:15]([C:11]2[CH:12]=[CH:13][CH:14]=[C:9]([O:8][CH2:7][C:1]3[CH:6]=[CH:5][CH:4]=[CH:3][CH:2]=3)[CH:10]=2)[N:19]1[C:20]([O:22][C:23]([CH3:26])([CH3:25])[CH3:24])=[O:21])#[N:44], predict the reactants needed to synthesize it. The reactants are: [C:1]1([CH2:7][O:8][C:9]2[CH:10]=[C:11]([C@@H:15]3[N:19]([C:20]([O:22][C:23]([CH3:26])([CH3:25])[CH3:24])=[O:21])[C@H:18]([C:27]([O:29][CH3:30])=[O:28])[CH2:17][CH2:16]3)[CH:12]=[CH:13][CH:14]=2)[CH:6]=[CH:5][CH:4]=[CH:3][CH:2]=1.[Li+].C[Si]([N-][Si](C)(C)C)(C)C.Br[CH2:42][C:43]#[N:44]. (3) Given the product [ClH:1].[CH2:19]([C:16]1[CH:17]=[CH:18][C:13]([N:10]2[CH2:9][CH2:8][N:7]([CH:4]([CH2:5][CH3:6])[CH2:2][CH3:3])[CH2:12][CH2:11]2)=[CH:14][CH:15]=1)[C:21]1[CH:26]=[CH:25][CH:24]=[CH:23][CH:22]=1, predict the reactants needed to synthesize it. The reactants are: [ClH:1].[CH2:2]([CH:4]([N:7]1[CH2:12][CH2:11][N:10]([C:13]2[CH:18]=[CH:17][C:16]([C:19]([C:21]3[CH:26]=[CH:25][CH:24]=[CH:23][CH:22]=3)=O)=[CH:15][CH:14]=2)[CH2:9][CH2:8]1)[CH2:5][CH3:6])[CH3:3].FC(F)(F)C(O)=O.C([SiH](CC)CC)C. (4) Given the product [CH:7]1([N:11]2[CH2:16][CH2:15][CH:14]([O:17][CH:18]3[CH2:23][CH2:22][N:21]([C:25]4[CH:30]=[CH:29][C:28]([C:31]5[O:35][N:34]=[C:33]([CH3:36])[N:32]=5)=[C:27]([F:37])[CH:26]=4)[CH2:20][CH2:19]3)[CH2:13][CH2:12]2)[CH2:10][CH2:9][CH2:8]1, predict the reactants needed to synthesize it. The reactants are: CC(C)([O-])C.[Na+].[CH:7]1([N:11]2[CH2:16][CH2:15][CH:14]([O:17][CH:18]3[CH2:23][CH2:22][NH:21][CH2:20][CH2:19]3)[CH2:13][CH2:12]2)[CH2:10][CH2:9][CH2:8]1.Br[C:25]1[CH:30]=[CH:29][C:28]([C:31]2[O:35][N:34]=[C:33]([CH3:36])[N:32]=2)=[C:27]([F:37])[CH:26]=1. (5) Given the product [Cl:1][CH2:2][CH2:3][CH2:4][C:5]([C:15]1[CH:16]=[CH:17][N:12]=[CH:13][CH:14]=1)=[O:6], predict the reactants needed to synthesize it. The reactants are: [Cl:1][CH2:2][CH2:3][CH2:4][C:5](Cl)=[O:6].[Al+3].[Cl-].[Cl-].[Cl-].[N:12]1[CH:17]=[CH:16][CH:15]=[CH:14][CH:13]=1. (6) Given the product [Br:1][C:2]1[CH:10]=[C:9]2[C:5]([CH:6]=[N:7][N:8]2[C@@H:25]([C:19]2[CH:20]=[CH:21][C:22]([Cl:24])=[CH:23][C:18]=2[Cl:17])[CH3:26])=[CH:4][CH:3]=1, predict the reactants needed to synthesize it. The reactants are: [Br:1][C:2]1[CH:10]=[C:9]2[C:5]([CH:6]=[N:7][NH:8]2)=[CH:4][CH:3]=1.C([O-])([O-])=O.[Cs+].[Cs+].[Cl:17][C:18]1[CH:23]=[C:22]([Cl:24])[CH:21]=[CH:20][C:19]=1[C@@H:25](Cl)[CH3:26]. (7) The reactants are: [NH2:1][C:2]1[CH:3]=[C:4]([C@@H:8]([O:21][Si:22]([CH2:27][CH3:28])([CH2:25][CH3:26])[CH2:23][CH3:24])[CH2:9][N:10]([CH2:18][CH2:19][OH:20])[C:11](=[O:17])[O:12][C:13]([CH3:16])([CH3:15])[CH3:14])[CH:5]=[CH:6][CH:7]=1.O[C:30]1[CH:38]=[C:37]2[C:33]([C:34]([CH:46]3[CH2:48][CH2:47]3)=[N:35][N:36]2[C:39]([O:41][C:42]([CH3:45])([CH3:44])[CH3:43])=[O:40])=[CH:32][CH:31]=1.C1(P(C2C=CC=CC=2)C2C=CC=CC=2)C=CC=CC=1.CC(OC(/N=N/C(OC(C)C)=O)=O)C.C(=O)([O-])[O-]. Given the product [NH2:1][C:2]1[CH:3]=[C:4]([C@@H:8]([O:21][Si:22]([CH2:25][CH3:26])([CH2:23][CH3:24])[CH2:27][CH3:28])[CH2:9][N:10]([C:11]([O:12][C:13]([CH3:15])([CH3:14])[CH3:16])=[O:17])[CH2:18][CH2:19][O:20][C:30]2[CH:38]=[C:37]3[C:33]([C:34]([CH:46]4[CH2:48][CH2:47]4)=[N:35][N:36]3[C:39]([O:41][C:42]([CH3:44])([CH3:45])[CH3:43])=[O:40])=[CH:32][CH:31]=2)[CH:5]=[CH:6][CH:7]=1, predict the reactants needed to synthesize it. (8) The reactants are: Cl[CH2:2][O:3][C:4](=[O:30])[N:5]([C:14]1[CH:19]=[CH:18][C:17]([C:20](=[O:28])[C:21]2[CH:26]=[CH:25][CH:24]=[CH:23][C:22]=2[CH3:27])=[C:16]([Cl:29])[CH:15]=1)[C:6]1[CH:11]=[CH:10][C:9]([F:12])=[CH:8][C:7]=1[CH3:13].[CH3:31][CH:32]([CH3:36])[C:33]([O-:35])=[O:34].C([N+](CCCC)(CCCC)CCCC)CCC. Given the product [Cl:29][C:16]1[CH:15]=[C:14]([N:5]([C:6]2[CH:11]=[CH:10][C:9]([F:12])=[CH:8][C:7]=2[CH3:13])[C:4]([O:3][CH2:2][O:35][C:33](=[O:34])[CH:32]([CH3:36])[CH3:31])=[O:30])[CH:19]=[CH:18][C:17]=1[C:20](=[O:28])[C:21]1[CH:26]=[CH:25][CH:24]=[CH:23][C:22]=1[CH3:27], predict the reactants needed to synthesize it. (9) Given the product [Cl:1][C:2]1[C:3]([O:12][C:13]2[CH:18]=[C:17]([O:19][CH2:20][CH2:21][CH2:22][S:23]([CH3:26])(=[O:25])=[O:24])[CH:16]=[CH:15][C:14]=2/[CH:27]=[CH:28]/[C:29]([OH:31])=[O:30])=[N:4][CH:5]=[C:6]([C:8]([F:11])([F:9])[F:10])[CH:7]=1, predict the reactants needed to synthesize it. The reactants are: [Cl:1][C:2]1[C:3]([O:12][C:13]2[CH:18]=[C:17]([O:19][CH2:20][CH2:21][CH2:22][S:23]([CH3:26])(=[O:25])=[O:24])[CH:16]=[CH:15][C:14]=2/[CH:27]=[CH:28]/[C:29]([O:31]CC)=[O:30])=[N:4][CH:5]=[C:6]([C:8]([F:11])([F:10])[F:9])[CH:7]=1.[OH-].[Na+].Cl.